This data is from Reaction yield outcomes from USPTO patents with 853,638 reactions. The task is: Predict the reaction yield, written as a fraction of the theoretical maximum amount of product (1.0 means a 100% yield; for example, 0.34 means a 34% yield). The reactants are [C:1]([C:3]1[CH:19]=[CH:18][C:6]([O:7][C:8]2[CH:9]=[CH:10][C:11]3[B:15]([OH:16])[O:14][CH2:13][C:12]=3[CH:17]=2)=[CH:5][C:4]=1[C:20]([O:22]C)=[O:21])#[N:2].[OH-].[Na+].Cl. The catalyst is CO. The product is [C:20]([C:4]1[CH:5]=[C:6]([CH:18]=[CH:19][C:3]=1[C:1]#[N:2])[O:7][C:8]1[CH:9]=[CH:10][C:11]2[B:15]([OH:16])[O:14][CH2:13][C:12]=2[CH:17]=1)([OH:22])=[O:21]. The yield is 0.160.